From a dataset of Peptide-MHC class I binding affinity with 185,985 pairs from IEDB/IMGT. Regression. Given a peptide amino acid sequence and an MHC pseudo amino acid sequence, predict their binding affinity value. This is MHC class I binding data. (1) The peptide sequence is ILHCANFNV. The MHC is HLA-A33:01 with pseudo-sequence HLA-A33:01. The binding affinity (normalized) is 0.0298. (2) The peptide sequence is FRDEAGAIL. The MHC is HLA-A24:03 with pseudo-sequence HLA-A24:03. The binding affinity (normalized) is 0.0847. (3) The peptide sequence is FSQFSRGNY. The MHC is Patr-A0301 with pseudo-sequence Patr-A0301. The binding affinity (normalized) is 0.107. (4) The peptide sequence is RVFKKIMSI. The MHC is HLA-A02:01 with pseudo-sequence HLA-A02:01. The binding affinity (normalized) is 0.594. (5) The peptide sequence is YIYKSGKLVK. The MHC is HLA-A11:01 with pseudo-sequence HLA-A11:01. The binding affinity (normalized) is 0.669.